The task is: Predict the reaction yield, written as a fraction of the theoretical maximum amount of product (1.0 means a 100% yield; for example, 0.34 means a 34% yield).. This data is from Reaction yield outcomes from USPTO patents with 853,638 reactions. (1) The reactants are [F:1][C:2]([F:17])([F:16])[CH:3]([C:5]1[CH:10]=[CH:9][C:8]([C:11]2[CH:15]=[CH:14][O:13][CH:12]=2)=[CH:7][CH:6]=1)[OH:4].[NH2:18][C:19]1[N:24]=[C:23](Cl)[CH:22]=[C:21]([Cl:26])[N:20]=1.C(=O)([O-])[O-].[Cs+].[Cs+].O1CCOCC1. The catalyst is C(OCC)(=O)C. The product is [Cl:26][C:21]1[CH:22]=[C:23]([O:4][CH:3]([C:5]2[CH:6]=[CH:7][C:8]([C:11]3[CH:15]=[CH:14][O:13][CH:12]=3)=[CH:9][CH:10]=2)[C:2]([F:1])([F:16])[F:17])[N:24]=[C:19]([NH2:18])[N:20]=1. The yield is 0.720. (2) The reactants are [C:1]([C:3]([C:6]1[CH:7]=[C:8]([CH:37]=[CH:38][CH:39]=1)[C:9]([NH:11][C:12]1[CH:17]=[CH:16][CH:15]=[C:14]([O:18][C:19]2[CH:33]=[CH:32][C:22]3[N:23]=[C:24]([NH:26][C:27]([CH:29]4[CH2:31][CH2:30]4)=[O:28])[S:25][C:21]=3[C:20]=2[N+:34]([O-])=O)[CH:13]=1)=[O:10])([CH3:5])[CH3:4])#[N:2].CO. The catalyst is CN1CCCC1=O.[C].[Pd]. The product is [NH2:34][C:20]1[C:21]2[S:25][C:24]([NH:26][C:27]([CH:29]3[CH2:31][CH2:30]3)=[O:28])=[N:23][C:22]=2[CH:32]=[CH:33][C:19]=1[O:18][C:14]1[CH:13]=[C:12]([NH:11][C:9](=[O:10])[C:8]2[CH:37]=[CH:38][CH:39]=[C:6]([C:3]([C:1]#[N:2])([CH3:5])[CH3:4])[CH:7]=2)[CH:17]=[CH:16][CH:15]=1. The yield is 0.370. (3) The reactants are [NH2:1][C:2]1[CH:3]=[C:4]([OH:12])[C:5](=[CH:10][CH:11]=1)[C:6]([O:8][CH3:9])=[O:7].[O:13]1[C:17]2[CH:18]=[CH:19][CH:20]=[CH:21][C:16]=2[CH:15]=[C:14]1[S:22](Cl)(=[O:24])=[O:23]. No catalyst specified. The product is [O:13]1[C:17]2[CH:18]=[CH:19][CH:20]=[CH:21][C:16]=2[CH:15]=[C:14]1[S:22]([NH:1][C:2]1[CH:11]=[CH:10][C:5]([C:6]([O:8][CH3:9])=[O:7])=[C:4]([OH:12])[CH:3]=1)(=[O:24])=[O:23]. The yield is 0.700. (4) The reactants are [CH3:1][C:2](=[CH2:4])[CH3:3].[CH:5]1[CH:10]=[CH:9][CH:8]=[CH:7][CH:6]=1. The yield is 0.380. The product is [C:2]([C:5]1[CH:10]=[CH:9][CH:8]=[CH:7][CH:6]=1)([CH3:3])([CH3:1])[CH3:4]. No catalyst specified. (5) The reactants are [Cl:1][C:2]1[C:6]([N+:7]([O-])=O)=[CH:5][N:4]([C:10]2[CH:11]=[N:12][CH:13]=[CH:14][CH:15]=2)[N:3]=1.[OH-].[K+]. The catalyst is C(O)(=O)C.C(O)C.O.[Fe]. The product is [Cl:1][C:2]1[C:6]([NH2:7])=[CH:5][N:4]([C:10]2[CH:11]=[N:12][CH:13]=[CH:14][CH:15]=2)[N:3]=1. The yield is 0.800. (6) The reactants are [F:1][C:2]([F:44])([C:33]1[C:42]2[C:37](=[CH:38][CH:39]=[CH:40][CH:41]=2)[C:36]([F:43])=[CH:35][CH:34]=1)[CH2:3][NH:4][C:5]1[C:6]([F:32])=[C:7]([CH2:12][C:13]([NH:15][CH2:16][C:17]2[C:18]([CH3:31])=[N:19][C:20]([NH:23]C(OC(C)(C)C)=O)=[CH:21][CH:22]=2)=[O:14])[C:8]([Cl:11])=[CH:9][CH:10]=1.CO.C(Cl)Cl. The catalyst is Cl.C(Cl)Cl. The product is [ClH:11].[NH2:23][C:20]1[N:19]=[C:18]([CH3:31])[C:17]([CH2:16][NH:15][C:13](=[O:14])[CH2:12][C:7]2[C:8]([Cl:11])=[CH:9][CH:10]=[C:5]([NH:4][CH2:3][C:2]([F:1])([F:44])[C:33]3[C:42]4[C:37](=[CH:38][CH:39]=[CH:40][CH:41]=4)[C:36]([F:43])=[CH:35][CH:34]=3)[C:6]=2[F:32])=[CH:22][CH:21]=1. The yield is 0.690. (7) The product is [N:1]1[CH:6]=[CH:5][CH:4]=[C:3]([C@@H:7]2[CH2:12][CH2:11][CH2:10][C@H:9]([NH2:13])[CH2:8]2)[CH:2]=1. The catalyst is CCO. The reactants are [N:1]1[CH:6]=[CH:5][CH:4]=[C:3]([C@@H:7]2[CH2:12][CH2:11][CH2:10][C@H:9]([N:13]3C(=O)C4=CC=CC=C4C3=O)[CH2:8]2)[CH:2]=1. The yield is 0.370. (8) The reactants are Cl[CH2:2][CH2:3][CH2:4][S:5]([NH:8][C:9]1[CH:14]=[CH:13][C:12]([CH:15]([O:20][CH3:21])[C:16]([O:18][CH3:19])=[O:17])=[CH:11][CH:10]=1)(=[O:7])=[O:6].C(N(CC)C(C)C)(C)C. The catalyst is CN(C=O)C.O.Cl.[Cl-].[Na+].O. The product is [O:6]=[S:5]1(=[O:7])[CH2:4][CH2:3][CH2:2][N:8]1[C:9]1[CH:14]=[CH:13][C:12]([CH:15]([O:20][CH3:21])[C:16]([O:18][CH3:19])=[O:17])=[CH:11][CH:10]=1. The yield is 0.750.